This data is from Catalyst prediction with 721,799 reactions and 888 catalyst types from USPTO. The task is: Predict which catalyst facilitates the given reaction. Reactant: Cl[C:2]1[CH:7]=[N:6][CH:5]=[C:4]([Cl:8])[N:3]=1.[C:9]([N:16]([CH3:23])[CH:17]1[CH2:22][CH2:21][NH:20][CH2:19][CH2:18]1)([O:11][C:12]([CH3:15])([CH3:14])[CH3:13])=[O:10].CCN(C(C)C)C(C)C. Product: [C:12]([O:11][C:9](=[O:10])[N:16]([CH:17]1[CH2:18][CH2:19][N:20]([C:2]2[CH:7]=[N:6][CH:5]=[C:4]([Cl:8])[N:3]=2)[CH2:21][CH2:22]1)[CH3:23])([CH3:15])([CH3:13])[CH3:14]. The catalyst class is: 3.